Dataset: Full USPTO retrosynthesis dataset with 1.9M reactions from patents (1976-2016). Task: Predict the reactants needed to synthesize the given product. (1) The reactants are: C[O:2][C:3](=[O:34])[C:4]1[CH:9]=[CH:8][C:7]([CH:10]([O:15][C:16]2[CH:21]=[C:20]([CH3:22])[C:19]([C:23]3[CH:28]=[CH:27][C:26]([C:29]([CH3:32])([CH3:31])[CH3:30])=[CH:25][CH:24]=3)=[C:18]([CH3:33])[CH:17]=2)[CH2:11][CH:12]([CH3:14])[CH3:13])=[CH:6][CH:5]=1.[OH-].[Na+].Cl. Given the product [C:29]([C:26]1[CH:25]=[CH:24][C:23]([C:19]2[C:18]([CH3:33])=[CH:17][C:16]([O:15][CH:10]([C:7]3[CH:6]=[CH:5][C:4]([C:3]([OH:34])=[O:2])=[CH:9][CH:8]=3)[CH2:11][CH:12]([CH3:14])[CH3:13])=[CH:21][C:20]=2[CH3:22])=[CH:28][CH:27]=1)([CH3:30])([CH3:31])[CH3:32], predict the reactants needed to synthesize it. (2) Given the product [F:1][C:2]1[CH:3]=[CH:4][C:5]([C@:8]2([CH2:32][C:33]([OH:36])([CH3:35])[CH3:34])[O:13][C:12](=[O:14])[N:11]([C@H:15]([C:17]3[CH:18]=[CH:19][C:20]([C:38]4[CH:39]=[CH:40][C:41](=[O:45])[N:42]([CH3:44])[CH:43]=4)=[CH:21][CH:22]=3)[CH3:16])[CH2:10][CH2:9]2)=[CH:6][CH:7]=1, predict the reactants needed to synthesize it. The reactants are: [F:1][C:2]1[CH:7]=[CH:6][C:5]([C@:8]2([CH2:32][C:33]([OH:36])([CH3:35])[CH3:34])[O:13][C:12](=[O:14])[N:11]([C@H:15]([C:17]3[CH:22]=[CH:21][C:20](B4OC(C)(C)C(C)(C)O4)=[CH:19][CH:18]=3)[CH3:16])[CH2:10][CH2:9]2)=[CH:4][CH:3]=1.Br[C:38]1[CH:39]=[CH:40][C:41](=[O:45])[N:42]([CH3:44])[CH:43]=1.C([O-])([O-])=O.[Cs+].[Cs+]. (3) Given the product [CH3:22][N:10]1[C:9]([C:11]2[CH:16]=[CH:15][CH:14]=[C:13]([C:17]([F:20])([F:18])[F:19])[CH:12]=2)=[CH:8][C:7]([CH3:21])=[C:3]([C:4]([OH:6])=[O:5])[C:2]1=[O:1], predict the reactants needed to synthesize it. The reactants are: [OH:1][C:2]1[N:10]=[C:9]([C:11]2[CH:16]=[CH:15][CH:14]=[C:13]([C:17]([F:20])([F:19])[F:18])[CH:12]=2)[CH:8]=[C:7]([CH3:21])[C:3]=1[C:4]([OH:6])=[O:5].[CH3:22]C1C=C(C2C=CC=C(C(F)(F)F)C=2)NC(=O)C=1C(O)=O.OS(O)(=O)=O. (4) The reactants are: [N+]([C:4]1[CH:9]=[C:8]([N+]([O-])=O)[CH:7]=[CH:6][C:5]=1[O-:13])([O-])=O.[NH2:14][N+:15]1[CH:20]=[CH:19][C:18]2[O:21][CH2:22][CH2:23][C:17]=2[CH:16]=1.C(=O)([O-])[O-].[K+].[K+].CC(=O)C#CCC.O. Given the product [CH2:8]([C:9]1[C:4]([C:5](=[O:13])[CH3:6])=[C:16]2[C:17]3[CH2:23][CH2:22][O:21][C:18]=3[CH:19]=[CH:20][N:15]2[N:14]=1)[CH3:7], predict the reactants needed to synthesize it. (5) Given the product [C:1]([O:5][C:6](=[O:18])[NH:7][CH2:8][C:9]1[CH:14]=[C:13]([N:23]([CH2:22][CH2:21][N:20]([CH3:25])[CH3:19])[CH3:24])[CH:12]=[C:11]([Cl:16])[C:10]=1[F:17])([CH3:4])([CH3:3])[CH3:2], predict the reactants needed to synthesize it. The reactants are: [C:1]([O:5][C:6](=[O:18])[NH:7][CH2:8][C:9]1[CH:14]=[C:13](Br)[CH:12]=[C:11]([Cl:16])[C:10]=1[F:17])([CH3:4])([CH3:3])[CH3:2].[CH3:19][N:20]([CH3:25])[CH2:21][CH2:22][NH:23][CH3:24].CC(C)([O-])C.[Na+].